Task: Predict the reactants needed to synthesize the given product.. Dataset: Full USPTO retrosynthesis dataset with 1.9M reactions from patents (1976-2016) (1) Given the product [ClH:12].[Cl:12][CH2:2][C:3]1[CH:4]=[CH:5][C:6]([CH3:9])=[N:7][CH:8]=1, predict the reactants needed to synthesize it. The reactants are: O[CH2:2][C:3]1[CH:4]=[CH:5][C:6]([CH3:9])=[N:7][CH:8]=1.S(Cl)([Cl:12])=O. (2) Given the product [F:8][C:9]([F:14])([F:13])[C:10]([OH:12])=[O:11].[C:1]([N:22]1[CH2:25][CH:24]([C:26]2[C:27]([O:46][CH3:47])=[C:28]([CH:34]([NH:36][C:37]3[N:45]=[CH:44][N:43]=[C:42]4[C:38]=3[N:39]=[CH:40][NH:41]4)[CH3:35])[CH:29]=[C:30]([Cl:33])[C:31]=2[CH3:32])[CH2:23]1)(=[O:3])[CH3:2].[C:17]([OH:19])([C:16]([F:21])([F:20])[F:15])=[O:18], predict the reactants needed to synthesize it. The reactants are: [C:1](OC(=O)C)(=[O:3])[CH3:2].[F:8][C:9]([F:14])([F:13])[C:10]([OH:12])=[O:11].[F:15][C:16]([F:21])([F:20])[C:17]([OH:19])=[O:18].[NH:22]1[CH2:25][CH:24]([C:26]2[C:27]([O:46][CH3:47])=[C:28]([CH:34]([NH:36][C:37]3[N:45]=[CH:44][N:43]=[C:42]4[C:38]=3[N:39]=[CH:40][NH:41]4)[CH3:35])[CH:29]=[C:30]([Cl:33])[C:31]=2[CH3:32])[CH2:23]1.CCN(C(C)C)C(C)C. (3) The reactants are: [Cl:1][C:2]1[C:3]2[NH:11][CH:10]=[C:9]([CH2:12][C:13]3[C:18]([CH3:19])=[C:17]([O:20][CH3:21])[C:16]([CH3:22])=[CH:15][N:14]=3)[C:4]=2[N:5]=[C:6]([NH2:8])[N:7]=1.[H-].[Na+].Br[CH2:26][CH2:27][O:28][Si:29]([C:32]([CH3:35])([CH3:34])[CH3:33])([CH3:31])[CH3:30]. Given the product [Si:29]([O:28][CH2:27][CH2:26][N:11]1[C:3]2[C:2]([Cl:1])=[N:7][C:6]([NH2:8])=[N:5][C:4]=2[C:9]([CH2:12][C:13]2[C:18]([CH3:19])=[C:17]([O:20][CH3:21])[C:16]([CH3:22])=[CH:15][N:14]=2)=[CH:10]1)([C:32]([CH3:35])([CH3:34])[CH3:33])([CH3:31])[CH3:30], predict the reactants needed to synthesize it. (4) Given the product [Cl:26][C:23]1[CH:24]=[CH:25][C:20]([C:18]([NH:17][CH:13]([CH2:12][C:7]2[C:5]3[C:4](=[CH:3][CH:2]=[CH:1][CH:6]=3)[NH:11][C:9](=[O:10])[CH:8]=2)[C:14]([O:16][CH2:27][C:28]2[CH:33]=[CH:32][CH:31]=[CH:30][CH:29]=2)=[O:15])=[O:19])=[CH:21][CH:22]=1, predict the reactants needed to synthesize it. The reactants are: [CH:1]1[CH:2]=[CH:3][C:4]2[NH:11][C:9](=[O:10])[CH:8]=[C:7]([CH2:12][CH:13]([NH:17][C:18]([C:20]3[CH:21]=[CH:22][C:23]([Cl:26])=[CH:24][CH:25]=3)=[O:19])[C:14]([OH:16])=[O:15])[C:5]=2[CH:6]=1.[CH2:27](Br)[C:28]1[CH:33]=[CH:32][CH:31]=[CH:30][CH:29]=1. (5) The reactants are: Cl[C:2]1[N:28]=[C:27]([CH3:29])[CH:26]=[CH:25][C:3]=1[C:4]([NH:6][C:7]1[CH:8]=[C:9]2[C:13](=[CH:14][CH:15]=1)[CH2:12][N:11]([C:16](=[O:24])[CH2:17][C:18]1[CH:23]=[CH:22][CH:21]=[CH:20][CH:19]=1)[CH2:10]2)=[O:5].[CH3:30][CH:31]1[CH2:36][CH2:35][NH:34][CH2:33][CH2:32]1. Given the product [CH3:29][C:27]1[CH:26]=[CH:25][C:3]([C:4]([NH:6][C:7]2[CH:8]=[C:9]3[C:13](=[CH:14][CH:15]=2)[CH2:12][N:11]([C:16](=[O:24])[CH2:17][C:18]2[CH:23]=[CH:22][CH:21]=[CH:20][CH:19]=2)[CH2:10]3)=[O:5])=[C:2]([N:34]2[CH2:35][CH2:36][CH:31]([CH3:30])[CH2:32][CH2:33]2)[N:28]=1, predict the reactants needed to synthesize it. (6) Given the product [ClH:22].[Cl:22][CH:23]=[CH:24][CH2:25][NH:21][C@@H:19]([C:9]1[C:18]2[C:13](=[CH:14][CH:15]=[CH:16][CH:17]=2)[CH:12]=[CH:11][CH:10]=1)[CH3:20], predict the reactants needed to synthesize it. The reactants are: C(=O)([O-])[O-].[K+].[K+].[I-].[K+].[C:9]1([C@H:19]([NH2:21])[CH3:20])[C:18]2[C:13](=[CH:14][CH:15]=[CH:16][CH:17]=2)[CH:12]=[CH:11][CH:10]=1.[Cl:22][CH:23]=[CH:24][CH2:25]Cl.